This data is from Reaction yield outcomes from USPTO patents with 853,638 reactions. The task is: Predict the reaction yield, written as a fraction of the theoretical maximum amount of product (1.0 means a 100% yield; for example, 0.34 means a 34% yield). (1) The reactants are [C:1]([N:4]([CH2:25][C@@H:26]1[O:30][C:29](=[O:31])[N:28]([C:32]2[CH:37]=[CH:36][C:35]([CH:38]3[CH2:43][CH2:42][S:41](=[O:45])(=[O:44])[CH2:40][CH2:39]3)=[C:34]([F:46])[CH:33]=2)[CH2:27]1)[C:5]([O:7][CH2:8][O:9][C:10](=[O:24])[C@@H:11]([NH:16]C(OC(C)(C)C)=O)[C@@H:12]([CH3:15])[CH2:13][CH3:14])=[O:6])(=[O:3])[CH3:2].C1(OC)C=CC=CC=1.[ClH:55]. The catalyst is C1COCC1. The product is [ClH:55].[C:1]([N:4]([CH2:25][C@@H:26]1[O:30][C:29](=[O:31])[N:28]([C:32]2[CH:37]=[CH:36][C:35]([CH:38]3[CH2:39][CH2:40][S:41](=[O:44])(=[O:45])[CH2:42][CH2:43]3)=[C:34]([F:46])[CH:33]=2)[CH2:27]1)[C:5]([O:7][CH2:8][O:9][C:10](=[O:24])[C@@H:11]([NH2:16])[C@@H:12]([CH3:15])[CH2:13][CH3:14])=[O:6])(=[O:3])[CH3:2]. The yield is 0.520. (2) The reactants are [CH2:1]([C:3]([C:22]1[CH:35]=[CH:34][C:25]([O:26][CH2:27][C:28](=[O:33])[C:29]([CH3:32])([CH3:31])[CH3:30])=[C:24]([CH3:36])[CH:23]=1)([C:6]1[CH:11]=[CH:10][C:9](B2OC(C)(C)C(C)(C)O2)=[C:8]([CH3:21])[CH:7]=1)[CH2:4][CH3:5])[CH3:2].[CH3:37][O:38][C:39](=[O:48])[CH2:40][C:41]1[CH:42]=[N:43][CH:44]=[C:45](Br)[CH:46]=1.P([O-])([O-])([O-])=O.[K+].[K+].[K+]. The catalyst is CN(C)C=O. The product is [CH3:37][O:38][C:39](=[O:48])[CH2:40][C:41]1[CH:42]=[N:43][CH:44]=[C:45]([C:9]2[CH:10]=[CH:11][C:6]([C:3]([C:22]3[CH:35]=[CH:34][C:25]([O:26][CH2:27][C:28](=[O:33])[C:29]([CH3:30])([CH3:31])[CH3:32])=[C:24]([CH3:36])[CH:23]=3)([CH2:1][CH3:2])[CH2:4][CH3:5])=[CH:7][C:8]=2[CH3:21])[CH:46]=1. The yield is 0.830. (3) The reactants are [F:1][C:2]([F:43])([F:42])[C:3]1[CH:4]=[C:5]([C:13]([CH3:41])([CH3:40])[C:14]([N:16]([C:18]2[CH:19]=[N:20][C:21]([N:32]3[CH2:36][CH2:35][C@H:34]([OH:37])[C@H:33]3[CH2:38][OH:39])=[CH:22][C:23]=2[C:24]2[CH:29]=[CH:28][C:27]([F:30])=[CH:26][C:25]=2[CH3:31])[CH3:17])=[O:15])[CH:6]=[C:7]([C:9]([F:12])([F:11])[F:10])[CH:8]=1.N(C(OC(C)C)=O)=NC(OC(C)C)=O.C(O)(=O)C1C=CC=CC=1.C1(P(C2C=CC=CC=2)C2C=CC=CC=2)C=CC=CC=1.C(=O)([O-])[O-].[Na+].[Na+]. The catalyst is O1CCCC1. The product is [F:42][C:2]([F:1])([F:43])[C:3]1[CH:4]=[C:5]([C:13]([CH3:41])([CH3:40])[C:14]([N:16]([C:18]2[CH:19]=[N:20][C:21]([N:32]3[CH2:36][CH2:35][C@@H:34]([OH:37])[C@H:33]3[CH2:38][OH:39])=[CH:22][C:23]=2[C:24]2[CH:29]=[CH:28][C:27]([F:30])=[CH:26][C:25]=2[CH3:31])[CH3:17])=[O:15])[CH:6]=[C:7]([C:9]([F:11])([F:12])[F:10])[CH:8]=1.[F:43][C:2]([F:1])([F:42])[C:3]1[CH:4]=[C:5]([C:13]([CH3:40])([CH3:41])[C:14]([N:16]([C:18]2[CH:19]=[N:20][C:21]([N:32]3[CH2:36][CH:35]=[CH:34][C@H:33]3[CH2:38][OH:39])=[CH:22][C:23]=2[C:24]2[CH:29]=[CH:28][C:27]([F:30])=[CH:26][C:25]=2[CH3:31])[CH3:17])=[O:15])[CH:6]=[C:7]([C:9]([F:10])([F:11])[F:12])[CH:8]=1. The yield is 0.290. (4) The reactants are [OH:1][CH:2]1[CH2:11][CH2:10][CH2:9][C:8]2[C:3]1([C:14]1[CH:19]=[CH:18][CH:17]=[CH:16][CH:15]=1)[CH2:4][CH2:5][C:6](=[O:13])[C:7]=2[CH3:12].[O:20]1[CH:25]=[CH:24][CH2:23][CH2:22][CH2:21]1.O.C1(C)C=CC(S(O)(=O)=O)=CC=1. The catalyst is C(Cl)Cl. The product is [CH3:12][C:7]1[C:6](=[O:13])[CH2:5][CH2:4][C:3]2([C:14]3[CH:15]=[CH:16][CH:17]=[CH:18][CH:19]=3)[C:8]=1[CH2:9][CH2:10][CH2:11][CH:2]2[O:1][CH:21]1[CH2:22][CH2:23][CH2:24][CH2:25][O:20]1. The yield is 0.850. (5) The reactants are [N:1]12[CH2:8][CH2:7][C:4]([C:9]([C:17]3[CH:22]=[CH:21][CH:20]=[CH:19][CH:18]=3)([C:11]3[CH:16]=[CH:15][CH:14]=[CH:13][CH:12]=3)[OH:10])([CH2:5][CH2:6]1)[CH2:3][CH2:2]2.[Br:23][CH2:24][CH2:25][CH3:26]. The catalyst is CC#N. The product is [Br-:23].[OH:10][C:9]([C:17]1[CH:22]=[CH:21][CH:20]=[CH:19][CH:18]=1)([C:11]1[CH:12]=[CH:13][CH:14]=[CH:15][CH:16]=1)[C:4]12[CH2:5][CH2:6][N+:1]([CH2:24][CH2:25][CH3:26])([CH2:2][CH2:3]1)[CH2:8][CH2:7]2. The yield is 0.751. (6) The reactants are [F:1][C:2]([F:23])([F:22])[O:3][C:4]1[CH:9]=[CH:8][C:7]([S:10]([C:13]2([CH:16]3[CH2:21][CH2:20][NH:19][CH2:18][CH2:17]3)[CH2:15][CH2:14]2)(=[O:12])=[O:11])=[CH:6][CH:5]=1.[N:24]1[CH:29]=[CH:28][C:27]([NH:30][C:31](=O)[O:32]C2C=CC=CC=2)=[CH:26][N:25]=1.C(N(C(C)C)C(C)C)C.O. The catalyst is CS(C)=O.C(#N)C. The product is [N:24]1[CH:29]=[CH:28][C:27]([NH:30][C:31]([N:19]2[CH2:20][CH2:21][CH:16]([C:13]3([S:10]([C:7]4[CH:6]=[CH:5][C:4]([O:3][C:2]([F:1])([F:22])[F:23])=[CH:9][CH:8]=4)(=[O:11])=[O:12])[CH2:15][CH2:14]3)[CH2:17][CH2:18]2)=[O:32])=[CH:26][N:25]=1. The yield is 0.410.